This data is from Full USPTO retrosynthesis dataset with 1.9M reactions from patents (1976-2016). The task is: Predict the reactants needed to synthesize the given product. (1) Given the product [CH3:5][N:6]([CH3:14])[CH:7]1[CH2:12][CH2:11][CH:10]([NH:13][C:3]([NH:2][CH3:1])=[S:4])[CH2:9][CH2:8]1, predict the reactants needed to synthesize it. The reactants are: [CH3:1][N:2]=[C:3]=[S:4].[CH3:5][N:6]([CH3:14])[C@H:7]1[CH2:12][CH2:11][C@H:10]([NH2:13])[CH2:9][CH2:8]1. (2) The reactants are: [CH2:1]([CH:3]([O:6][C:7]1[CH:12]=[C:11]([CH3:13])[N:10]=[C:9]([NH:14][C:15]2[C:20]([CH3:21])=[CH:19][C:18]([CH3:22])=[CH:17][C:16]=2[CH3:23])[C:8]=1[CH2:24][OH:25])[CH2:4][CH3:5])[CH3:2].C=O.[CH3:28]C1C=CC(S(O)(=O)=O)=CC=1. Given the product [CH2:1]([CH:3]([O:6][C:7]1[CH:12]=[C:11]([CH3:13])[N:10]=[C:9]2[C:8]=1[CH2:24][O:25][CH2:28][N:14]2[C:15]1[C:16]([CH3:23])=[CH:17][C:18]([CH3:22])=[CH:19][C:20]=1[CH3:21])[CH2:4][CH3:5])[CH3:2], predict the reactants needed to synthesize it. (3) Given the product [CH3:1][O:2][C:3]([C:5]1[C:13]([NH:14][C:15]2[CH:20]=[CH:19][C:18]([I:21])=[CH:17][C:16]=2[Cl:22])=[C:12]([F:23])[C:8]2[N:9]=[CH:10][N:11]([CH3:24])[C:7]=2[CH:6]=1)=[O:4], predict the reactants needed to synthesize it. The reactants are: [CH3:1][O:2][C:3]([C:5]1[C:13]([NH:14][C:15]2[CH:20]=[CH:19][C:18]([I:21])=[CH:17][C:16]=2[Cl:22])=[C:12]([F:23])[C:8]2[N:9]=[CH:10][NH:11][C:7]=2[CH:6]=1)=[O:4].[C:24]([O-])([O-])=O.[K+].[K+].CI. (4) Given the product [Br:16][C:17]1[CH:22]=[CH:21][C:20]([NH:23][C:24](=[O:25])[O:13][C@H:6]2[C@H:5]([O:14][CH3:15])[C@H:4]([O:3][CH2:1][CH3:2])[C@@H:9]([O:10][CH3:11])[C@H:8]([CH3:12])[O:7]2)=[CH:19][CH:18]=1, predict the reactants needed to synthesize it. The reactants are: [CH2:1]([O:3][C@@H:4]1[C@@H:9]([O:10][CH3:11])[C@H:8]([CH3:12])[O:7][CH:6]([OH:13])[C@@H:5]1[O:14][CH3:15])[CH3:2].[Br:16][C:17]1[CH:22]=[CH:21][C:20]([N:23]=[C:24]=[O:25])=[CH:19][CH:18]=1.C([O-])([O-])=O.[Cs+].[Cs+]. (5) Given the product [C:13]([O:17][CH2:18][C:19]1[CH:24]=[CH:23][CH:22]=[CH:21][C:20]=1[CH2:2][C:3]1[CH:12]=[CH:11][C:6]([C:7]([O:9][CH3:10])=[O:8])=[CH:5][CH:4]=1)([CH3:16])([CH3:14])[CH3:15], predict the reactants needed to synthesize it. The reactants are: Br[CH2:2][C:3]1[CH:12]=[CH:11][C:6]([C:7]([O:9][CH3:10])=[O:8])=[CH:5][CH:4]=1.[C:13]([O:17][CH2:18][C:19]1[CH:24]=[CH:23][CH:22]=[CH:21][C:20]=1B(O)O)([CH3:16])([CH3:15])[CH3:14].CC1(C)C2C=CC=C(P(C3C=CC=CC=3)C3C=CC=CC=3)C=2OC2C1=CC=CC=2P(C1C=CC=CC=1)C1C=CC=CC=1.C(=O)([O-])[O-].[Cs+].[Cs+].